This data is from Reaction yield outcomes from USPTO patents with 853,638 reactions. The task is: Predict the reaction yield, written as a fraction of the theoretical maximum amount of product (1.0 means a 100% yield; for example, 0.34 means a 34% yield). (1) The product is [NH2:1][C:2]1[O:3][C:8]([C:9]([O:11][CH2:12][CH3:13])=[O:10])=[C:7]([C:6]([F:5])([F:17])[F:16])[N:4]=1. The reactants are [NH2:1][C:2]([NH2:4])=[O:3].[F:5][C:6]([F:17])([F:16])[C:7](=O)[CH:8](Cl)[C:9]([O:11][CH2:12][CH3:13])=[O:10]. The yield is 0.740. The catalyst is CN(C=O)C.O. (2) The reactants are [C:1]1([CH3:11])[CH:6]=[CH:5][C:4]([S:7](Cl)(=[O:9])=[O:8])=[CH:3][CH:2]=1.[F:12][C:13]([F:17])([F:16])[CH2:14][OH:15].C(N(CC)CC)C. The catalyst is ClCCl. The product is [F:12][C:13]([F:17])([F:16])[CH2:14][O:15][S:7]([C:4]1[CH:5]=[CH:6][C:1]([CH3:11])=[CH:2][CH:3]=1)(=[O:9])=[O:8]. The yield is 0.590. (3) The product is [C:47]([NH:50][C@@H:51]([CH:55]([C:62]1[CH:63]=[CH:64][CH:65]=[CH:66][CH:67]=1)[C:56]1[CH:57]=[CH:58][CH:59]=[CH:60][CH:61]=1)[C:52]([NH:18][CH2:19][CH2:20][CH2:21][CH2:22][C@H:23]([N:30]([S:35]([C:38]1[CH:43]=[CH:42][C:41]([NH2:44])=[CH:40][CH:39]=1)(=[O:37])=[O:36])[CH2:31][CH:32]([CH3:33])[CH3:34])[CH2:24][O:25][P:26](=[O:27])([OH:28])[OH:29])=[O:53])(=[O:49])[CH3:48]. The yield is 0.300. The reactants are COC(=O)N[C@H](C(=O)[NH:18][CH2:19][CH2:20][CH2:21][CH2:22][C@H:23]([N:30]([S:35]([C:38]1[CH:43]=[CH:42][C:41]([NH2:44])=[CH:40][CH:39]=1)(=[O:37])=[O:36])[CH2:31][CH:32]([CH3:34])[CH3:33])[CH2:24][O:25][P:26]([OH:29])([OH:28])=[O:27])CC1C=CC2C(=CC=CC=2)C=1.[C:47]([NH:50][C@@H:51]([CH:55]([C:62]1[CH:67]=[CH:66][CH:65]=[CH:64][CH:63]=1)[C:56]1[CH:61]=[CH:60][CH:59]=[CH:58][CH:57]=1)[C:52](O)=[O:53])(=[O:49])[CH3:48]. No catalyst specified. (4) The reactants are [CH3:1][O:2][C:3]([C:5]1[CH:10]=[C:9](N)[N:8]=[C:7]([C:12]2[CH:17]=[CH:16][C:15]([Cl:18])=[C:14]([O:19][CH3:20])[C:13]=2[F:21])[N:6]=1)=[O:4].C(#N)C.N([O-])=[O:26].[Na+]. The catalyst is OS(O)(=O)=O.C(OCC)(=O)C. The product is [CH3:1][O:2][C:3]([C:5]1[CH:10]=[C:9]([OH:26])[N:8]=[C:7]([C:12]2[CH:17]=[CH:16][C:15]([Cl:18])=[C:14]([O:19][CH3:20])[C:13]=2[F:21])[N:6]=1)=[O:4]. The yield is 0.600. (5) The reactants are [CH:1]1([CH2:6][CH:7]([C:11]2[CH:16]=[CH:15][C:14]([I:17])=[CH:13][CH:12]=2)[C:8]([OH:10])=[O:9])[CH2:5][CH2:4][CH2:3][CH2:2]1.[CH3:18]O. The catalyst is S(=O)(=O)(O)O. The product is [CH3:18][O:9][C:8](=[O:10])[CH:7]([C:11]1[CH:16]=[CH:15][C:14]([I:17])=[CH:13][CH:12]=1)[CH2:6][CH:1]1[CH2:5][CH2:4][CH2:3][CH2:2]1. The yield is 0.969.